From a dataset of Full USPTO retrosynthesis dataset with 1.9M reactions from patents (1976-2016). Predict the reactants needed to synthesize the given product. (1) Given the product [O:19]1[CH2:20][CH2:21][CH2:22][CH2:23][CH:18]1[O:17][C:13]1[CH:12]=[C:11]([C:6]23[CH2:9][CH2:10][C:3]([CH2:2][C:24]#[N:25])([CH2:8][CH2:7]2)[CH2:4][O:5]3)[CH:16]=[CH:15][CH:14]=1, predict the reactants needed to synthesize it. The reactants are: I[CH2:2][C:3]12[CH2:10][CH2:9][C:6]([C:11]3[CH:16]=[CH:15][CH:14]=[C:13]([O:17][CH:18]4[CH2:23][CH2:22][CH2:21][CH2:20][O:19]4)[CH:12]=3)([CH2:7][CH2:8]1)[O:5][CH2:4]2.[C-:24]#[N:25].[Na+]. (2) Given the product [C:28]([O:27][C:26](=[O:32])[NH:25][CH:22]1[CH2:23][CH2:24][N:19]([C:18]2[NH:9][N:10]=[N:11][N:33]=2)[CH2:20][CH2:21]1)([CH3:31])([CH3:30])[CH3:29], predict the reactants needed to synthesize it. The reactants are: [N-]=[N+]=[N-].[Na+].C(O)(=O)C.[N:9]1([C:18](=[NH:33])[N:19]2[CH2:24][CH2:23][CH:22]([NH:25][C:26](=[O:32])[O:27][C:28]([CH3:31])([CH3:30])[CH3:29])[CH2:21][CH2:20]2)C2C=CC=CC=2[N:11]=[N:10]1. (3) Given the product [CH3:14][N:15]1[CH:19]=[C:18]([C:2]2[C:3]([C:12]#[N:13])=[CH:4][C:5]3[NH:10][CH2:9][CH2:8][O:7][C:6]=3[CH:11]=2)[CH:17]=[N:16]1, predict the reactants needed to synthesize it. The reactants are: Br[C:2]1[C:3]([C:12]#[N:13])=[CH:4][C:5]2[NH:10][CH2:9][CH2:8][O:7][C:6]=2[CH:11]=1.[CH3:14][N:15]1[CH:19]=[C:18](B2OC(C)(C)C(C)(C)O2)[CH:17]=[N:16]1.C(=O)([O-])[O-].[Na+].[Na+].C1(P(C2CCCCC2)C2C=CC=CC=2C2C(C(C)C)=CC(C(C)C)=CC=2C(C)C)CCCCC1.